This data is from Forward reaction prediction with 1.9M reactions from USPTO patents (1976-2016). The task is: Predict the product of the given reaction. (1) Given the reactants [Si]([O:18][C@H:19]([C@H:22]1[O:26][C:25](=[O:27])[C@H:24]([CH3:28])[CH2:23]1)[CH2:20][CH3:21])(C(C)(C)C)(C1C=CC=CC=1)C1C=CC=CC=1.CCCC[N+](CCCC)(CCCC)CCCC.[F-], predict the reaction product. The product is: [OH:18][C@H:19]([C@H:22]1[O:26][C:25](=[O:27])[C@H:24]([CH3:28])[CH2:23]1)[CH2:20][CH3:21]. (2) Given the reactants [CH3:1][N:2]1[CH:6]=[CH:5][CH:4]=[N:3]1.[Cl:7][C:8]1[CH:15]=[CH:14][C:11]([CH:12]=[O:13])=[CH:10][CH:9]=1.[Cl-].[NH4+], predict the reaction product. The product is: [Cl:7][C:8]1[CH:15]=[CH:14][C:11]([CH:12]([C:6]2[N:2]([CH3:1])[N:3]=[CH:4][CH:5]=2)[OH:13])=[CH:10][CH:9]=1. (3) Given the reactants [CH3:1][O:2][C:3]1[C:4]2[C:15]([C:16]3[CH:21]=[CH:20][CH:19]=[CH:18][CH:17]=3)=[C:14]([C:22]3[CH:27]=[CH:26][C:25]([C:28]4([NH:32][C:33](=[O:39])[O:34][C:35]([CH3:38])([CH3:37])[CH3:36])[CH2:31][CH2:30][CH2:29]4)=[CH:24][CH:23]=3)[O:13][C:5]=2[N:6]=[C:7](S(C)(=O)=O)[N:8]=1.[CH3:40][O-:41].[Na+], predict the reaction product. The product is: [CH3:40][O:41][C:7]1[N:8]=[C:3]([O:2][CH3:1])[C:4]2[C:15]([C:16]3[CH:21]=[CH:20][CH:19]=[CH:18][CH:17]=3)=[C:14]([C:22]3[CH:27]=[CH:26][C:25]([C:28]4([NH:32][C:33](=[O:39])[O:34][C:35]([CH3:38])([CH3:37])[CH3:36])[CH2:31][CH2:30][CH2:29]4)=[CH:24][CH:23]=3)[O:13][C:5]=2[N:6]=1. (4) Given the reactants [Cl:1][C:2]1[CH:22]=[C:21]([F:23])[C:20]([F:24])=[CH:19][C:3]=1[C:4]([NH:6][C:7]([NH:9][C:10]1[CH:15]=[C:14]([NH2:16])[CH:13]=[CH:12][C:11]=1[O:17][CH3:18])=[O:8])=[O:5].CN1CC[CH2:28][C:27]1=[O:31].C(OC(=O)C)(=O)C, predict the reaction product. The product is: [Cl:1][C:2]1[CH:22]=[C:21]([F:23])[C:20]([F:24])=[CH:19][C:3]=1[C:4]([NH:6][C:7](=[O:8])[NH:9][C:10]1[CH:15]=[C:14]([NH:16][C:27](=[O:31])[CH3:28])[CH:13]=[CH:12][C:11]=1[O:17][CH3:18])=[O:5].